Predict the reaction yield, written as a fraction of the theoretical maximum amount of product (1.0 means a 100% yield; for example, 0.34 means a 34% yield). From a dataset of Reaction yield outcomes from USPTO patents with 853,638 reactions. (1) The reactants are N1CCC[C@H]1C(O)=O.[OH-].[Na+].Br[C:12]1[CH:17]=[CH:16][C:15]([C@H:18]([C:30]2[CH:35]=[CH:34][CH:33]=[CH:32][C:31]=2[CH3:36])[CH2:19][C:20]([C:22]2[CH:23]=[CH:24][C:25](=[O:29])[N:26]([CH3:28])[CH:27]=2)=[O:21])=[CH:14][CH:13]=1.[CH3:37][S:38]([O-:40])=[O:39].[Na+]. The catalyst is CS(C)=O.[Cu]I. The product is [CH3:37][S:38]([C:12]1[CH:17]=[CH:16][C:15]([C@H:18]([C:30]2[CH:35]=[CH:34][CH:33]=[CH:32][C:31]=2[CH3:36])[CH2:19][C:20]([C:22]2[CH:23]=[CH:24][C:25](=[O:29])[N:26]([CH3:28])[CH:27]=2)=[O:21])=[CH:14][CH:13]=1)(=[O:40])=[O:39]. The yield is 0.940. (2) The yield is 0.840. The product is [CH3:25][O:24][C:21]1[CH:20]=[CH:19][C:18]([CH2:17][N:10]2[C:9]([N:8]([CH2:7][C:6]3[CH:5]=[CH:4][C:3]([O:2][CH3:1])=[CH:36][CH:35]=3)[CH2:26][C:27]3[CH:32]=[CH:31][C:30]([O:33][CH3:34])=[CH:29][CH:28]=3)=[N:13][C:12]([NH2:14])=[N:11]2)=[CH:23][CH:22]=1. The reactants are [CH3:1][O:2][C:3]1[CH:36]=[CH:35][C:6]([CH2:7][N:8]([CH2:26][C:27]2[CH:32]=[CH:31][C:30]([O:33][CH3:34])=[CH:29][CH:28]=2)[C:9]2[N:10]([CH2:17][C:18]3[CH:23]=[CH:22][C:21]([O:24][CH3:25])=[CH:20][CH:19]=3)[N:11]=[C:12]([N+:14]([O-])=O)[N:13]=2)=[CH:5][CH:4]=1.[NH4+].[Cl-]. The catalyst is [Zn].C1COCC1. (3) The reactants are [F:1][C:2]1[CH:7]=[CH:6][CH:5]=[CH:4][C:3]=1[O:8][CH3:9].C([Li])(CC)C.CN(C)[CH:17]=[O:18].C(O)(=O)C. The catalyst is C1COCC1.C(OCC)(=O)C.O. The product is [F:1][C:2]1[C:3]([O:8][CH3:9])=[CH:4][CH:5]=[CH:6][C:7]=1[CH:17]=[O:18]. The yield is 0.640. (4) The reactants are [NH2:1][CH:2]1[CH2:6][N:5]([CH2:7][C:8]2[CH:13]=[CH:12][CH:11]=[CH:10][CH:9]=2)[CH:4]([C:14]([N:16]2[CH2:21][CH2:20][N:19]([C:22]3[CH:29]=[CH:28][CH:27]=[CH:26][C:23]=3[C:24]#[N:25])[CH2:18][CH2:17]2)=[O:15])[CH2:3]1.[CH3:30][O:31][C:32]1[CH:33]=[C:34]([CH:38]=[CH:39][CH:40]=1)[C:35](Cl)=[O:36]. No catalyst specified. The product is [CH2:7]([N:5]1[C@H:4]([C:14]([N:16]2[CH2:17][CH2:18][N:19]([C:22]3[CH:29]=[CH:28][CH:27]=[CH:26][C:23]=3[C:24]#[N:25])[CH2:20][CH2:21]2)=[O:15])[CH2:3][C@H:2]([NH:1][C:35](=[O:36])[C:34]2[CH:38]=[CH:39][CH:40]=[C:32]([O:31][CH3:30])[CH:33]=2)[CH2:6]1)[C:8]1[CH:13]=[CH:12][CH:11]=[CH:10][CH:9]=1. The yield is 0.0820. (5) The reactants are [Si]([O:8][CH2:9][C:10]1[N:14]2[C:15](=[O:43])[N:16]([CH:18]3[CH2:23][CH2:22][N:21]([C:24](=[O:42])[C@H:25]([OH:41])[CH2:26][S:27]([C:30]4[CH:39]=[CH:38][C:37]5[C:32](=[CH:33][CH:34]=[C:35]([Cl:40])[CH:36]=5)[CH:31]=4)(=[O:29])=[O:28])[CH2:20][CH2:19]3)[CH2:17][C:13]2=[CH:12][N:11]=1)(C(C)(C)C)(C)C.C(O)(=O)C.[F-].C([N+](CCCC)(CCCC)CCCC)CCC.C(OCC)(=O)C. The catalyst is C1COCC1.O. The product is [Cl:40][C:35]1[CH:36]=[C:37]2[C:32](=[CH:33][CH:34]=1)[CH:31]=[C:30]([S:27]([CH2:26][C@@H:25]([OH:41])[C:24]([N:21]1[CH2:20][CH2:19][CH:18]([N:16]3[CH2:17][C:13]4=[CH:12][N:11]=[C:10]([CH2:9][OH:8])[N:14]4[C:15]3=[O:43])[CH2:23][CH2:22]1)=[O:42])(=[O:29])=[O:28])[CH:39]=[CH:38]2. The yield is 0.750. (6) The reactants are [CH3:1][O:2][CH2:3][CH2:4][C@@H:5]1[NH:10][CH2:9][CH2:8][N:7]([C:11]2[C:20]3[N:19]=[C:18]([CH:21]([CH3:23])[CH3:22])[S:17][C:16]=3[NH:15][C:14]3[CH:24]=[CH:25][CH:26]=[CH:27][C:13]=3[N:12]=2)[CH2:6]1.C=O.[C:30](O[BH-](OC(=O)C)OC(=O)C)(=O)C.[Na+]. The catalyst is ClC(Cl)C.C(=O)(O)[O-].[Na+]. The product is [CH3:1][O:2][CH2:3][CH2:4][C@@H:5]1[N:10]([CH3:30])[CH2:9][CH2:8][N:7]([C:11]2[C:20]3[N:19]=[C:18]([CH:21]([CH3:23])[CH3:22])[S:17][C:16]=3[NH:15][C:14]3[CH:24]=[CH:25][CH:26]=[CH:27][C:13]=3[N:12]=2)[CH2:6]1. The yield is 0.900. (7) The reactants are [C:1]([O:5][C:6]([NH:8][C:9]1[S:10][CH:11]=[C:12](/[C:14](=[N:25]/[O:26][C:27]([CH3:36])([CH3:35])[C:28]([O:30][C:31]([CH3:34])([CH3:33])[CH3:32])=[O:29])/[C:15]([NH:17][C@@H:18]2[C:21](=[O:22])[NH:20][C@@H:19]2[CH2:23]I)=[O:16])[N:13]=1)=[O:7])([CH3:4])([CH3:3])[CH3:2].[N-:37]=[N+:38]=[N-:39].C([N+](CCCC)(CCCC)CCCC)CCC. The catalyst is C1COCC1. The product is [N:37]([CH2:23][C@@H:19]1[C@H:18]([NH:17][C:15](=[O:16])/[C:14](=[N:25]\[O:26][C:27]([CH3:36])([CH3:35])[C:28]([O:30][C:31]([CH3:34])([CH3:33])[CH3:32])=[O:29])/[C:12]2[N:13]=[C:9]([NH:8][C:6]([O:5][C:1]([CH3:4])([CH3:3])[CH3:2])=[O:7])[S:10][CH:11]=2)[C:21](=[O:22])[NH:20]1)=[N+:38]=[N-:39]. The yield is 0.820.